Dataset: Reaction yield outcomes from USPTO patents with 853,638 reactions. Task: Predict the reaction yield, written as a fraction of the theoretical maximum amount of product (1.0 means a 100% yield; for example, 0.34 means a 34% yield). (1) The catalyst is C(Cl)Cl. The product is [CH3:1][O:2][C:3](=[O:24])[C:4]1[CH:9]=[C:8]([S:10](=[O:22])(=[O:21])[NH:11][CH2:12][CH2:13][C:14]2[CH:19]=[CH:18][C:17]([O:20][C:29]3[CH:30]=[CH:31][C:26]([Cl:25])=[CH:27][CH:28]=3)=[CH:16][CH:15]=2)[CH:7]=[CH:6][C:5]=1[CH3:23]. The yield is 0.480. The reactants are [CH3:1][O:2][C:3](=[O:24])[C:4]1[CH:9]=[C:8]([S:10](=[O:22])(=[O:21])[NH:11][CH2:12][CH2:13][C:14]2[CH:19]=[CH:18][C:17]([OH:20])=[CH:16][CH:15]=2)[CH:7]=[CH:6][C:5]=1[CH3:23].[Cl:25][C:26]1[CH:31]=[CH:30][C:29](B(O)O)=[CH:28][CH:27]=1.C(N(CC)CC)C. (2) The reactants are [Cl:1][C:2]1[CH:3]=[C:4]([NH:9][CH2:10][C:11]([N:13]2[CH2:18][CH2:17][CH2:16][C@H:15]([NH:19][C:20]3[C:21]4[CH:28]=[CH:27][N:26](S(C5C=CC(C)=CC=5)(=O)=O)[C:22]=4[N:23]=[CH:24][N:25]=3)[CH2:14]2)=[O:12])[CH:5]=[C:6]([F:8])[CH:7]=1.O.C([O-])([O-])=O.[K+].[K+]. The catalyst is CO.CCOC(C)=O. The product is [Cl:1][C:2]1[CH:3]=[C:4]([NH:9][CH2:10][C:11]([N:13]2[CH2:18][CH2:17][CH2:16][C@H:15]([NH:19][C:20]3[C:21]4[CH:28]=[CH:27][NH:26][C:22]=4[N:23]=[CH:24][N:25]=3)[CH2:14]2)=[O:12])[CH:5]=[C:6]([F:8])[CH:7]=1. The yield is 0.830. (3) The reactants are NN.[Cl:3][C:4]1[S:8][C:7]([C:9]([NH:11][C@@H:12]([CH2:25][C:26]2[CH:31]=[CH:30][CH:29]=[C:28]([F:32])[CH:27]=2)[CH2:13][N:14]2C(=O)C3C(=CC=CC=3)C2=O)=[O:10])=[CH:6][C:5]=1[C:33]1[N:37]([CH2:38][CH3:39])[N:36]=[CH:35][C:34]=1[Cl:40]. The catalyst is CO. The product is [NH2:14][CH2:13][C@@H:12]([NH:11][C:9]([C:7]1[S:8][C:4]([Cl:3])=[C:5]([C:33]2[N:37]([CH2:38][CH3:39])[N:36]=[CH:35][C:34]=2[Cl:40])[CH:6]=1)=[O:10])[CH2:25][C:26]1[CH:31]=[CH:30][CH:29]=[C:28]([F:32])[CH:27]=1. The yield is 0.675. (4) The reactants are [CH:1]([S:4][C:5]1[CH:6]=[C:7]2[C:11](=[CH:12][CH:13]=1)[NH:10][N:9]=[C:8]2[NH:14][C:15]1[S:16][CH:17]=[CH:18][N:19]=1)([CH3:3])[CH3:2].I(O)(=O)(=O)=[O:21].[Na]. The catalyst is O1CCCC1.O.C(OCC)(=O)C. The product is [CH:1]([S:4]([C:5]1[CH:6]=[C:7]2[C:11](=[CH:12][CH:13]=1)[NH:10][N:9]=[C:8]2[NH:14][C:15]1[S:16][CH:17]=[CH:18][N:19]=1)=[O:21])([CH3:3])[CH3:2]. The yield is 0.470. (5) The product is [CH3:20][C:18]1[CH:17]=[CH:16][N:15]=[C:14]([NH:13][C:11]2[N:12]=[C:7]([C:4]3[O:3][C:2]([NH:21][CH2:22][C:23]4[CH:28]=[CH:27][N:26]=[CH:25][CH:24]=4)=[N:6][CH:5]=3)[CH:8]=[CH:9][CH:10]=2)[CH:19]=1. The catalyst is CC(O)C. The reactants are Cl[C:2]1[O:3][C:4]([C:7]2[N:12]=[C:11]([NH:13][C:14]3[CH:19]=[C:18]([CH3:20])[CH:17]=[CH:16][N:15]=3)[CH:10]=[CH:9][CH:8]=2)=[CH:5][N:6]=1.[NH2:21][CH2:22][C:23]1[CH:28]=[CH:27][N:26]=[CH:25][CH:24]=1.O. The yield is 0.550. (6) The reactants are [NH:1]1[C:10]2[C:5](=[CH:6][CH:7]=[CH:8][CH:9]=2)[CH2:4][CH2:3][CH2:2]1.[N+:11]([O-])([O-:13])=[O:12].[K+].C([O-])(O)=O.[Na+]. The catalyst is OS(O)(=O)=O. The product is [N+:11]([C:8]1[CH:9]=[C:10]2[C:5]([CH2:4][CH2:3][CH2:2][NH:1]2)=[CH:6][CH:7]=1)([O-:13])=[O:12]. The yield is 0.250. (7) The reactants are [NH2:1][C:2]1[CH:18]=[CH:17][C:5]([CH2:6][NH:7][C:8](=[O:16])[C@H:9]([NH:12][C:13](=[O:15])[CH3:14])[CH2:10][OH:11])=[CH:4][CH:3]=1.[Si]([N:23]=[N+:24]=[N-])(C)(C)C. The catalyst is CC#N. The product is [N:1]([C:2]1[CH:3]=[CH:4][C:5]([CH2:6][NH:7][C:8](=[O:16])[C@H:9]([NH:12][C:13](=[O:15])[CH3:14])[CH2:10][OH:11])=[CH:17][CH:18]=1)=[N+:23]=[N-:24]. The yield is 0.790.